Dataset: Forward reaction prediction with 1.9M reactions from USPTO patents (1976-2016). Task: Predict the product of the given reaction. (1) Given the reactants BrC1C=CC(O)=C(C2C=[CH:16][C:15]3[C:10](=[CH:11][CH:12]=[C:13]([C:18]4[N:22]([CH:23]5[CH2:28][CH2:27][CH2:26][CH2:25][CH2:24]5)[C:21]5[CH:29]=[CH:30][C:31]([C:33]([OH:35])=[O:34])=[CH:32][C:20]=5[N:19]=4)[CH:14]=3)[N:9]=2)C=1.C(OC(C1C=CC2N(C3CCCCC3)C(C3C=CC(N)=C(C=O)C=3)=NC=2C=1)=O)C.[NH2:66][C:67]1[CH:71]=[C:70]([C:72]2[CH:77]=[CH:76][CH:75]=[CH:74][CH:73]=2)[S:69][C:68]=1[C:78](=O)[CH3:79].[OH-].[K+], predict the reaction product. The product is: [NH2:66][C:67]1[CH:71]=[C:70]([C:72]2[CH:77]=[CH:76][CH:75]=[CH:74][CH:73]=2)[S:69][C:68]=1[C:78]1[CH:79]=[CH:16][C:15]2[C:10](=[CH:11][CH:12]=[C:13]([C:18]3[N:22]([CH:23]4[CH2:24][CH2:25][CH2:26][CH2:27][CH2:28]4)[C:21]4[CH:29]=[CH:30][C:31]([C:33]([OH:35])=[O:34])=[CH:32][C:20]=4[N:19]=3)[CH:14]=2)[N:9]=1. (2) Given the reactants [NH2:1][C:2]1[N:3]=[CH:4][C:5]([C:16]2[CH:21]=[CH:20][N:19]=[C:18]([NH:22]C(=O)OC(C)(C)C)[CH:17]=2)=[N:6][C:7]=1[N:8]1[CH2:14][CH2:13][CH2:12][N:11]([CH3:15])[CH2:10][CH2:9]1.C(O)C(N)(CO)CO.[ClH:38].Cl, predict the reaction product. The product is: [ClH:38].[ClH:38].[ClH:38].[NH2:22][C:18]1[CH:17]=[C:16]([C:5]2[N:6]=[C:7]([N:8]3[CH2:14][CH2:13][CH2:12][N:11]([CH3:15])[CH2:10][CH2:9]3)[C:2]([NH2:1])=[N:3][CH:4]=2)[CH:21]=[CH:20][N:19]=1.